Predict the reaction yield, written as a fraction of the theoretical maximum amount of product (1.0 means a 100% yield; for example, 0.34 means a 34% yield). From a dataset of Reaction yield outcomes from USPTO patents with 853,638 reactions. The reactants are [S:1](N)(N)(=[O:3])=[O:2].[NH2:6][CH2:7][C:8]1([NH:14][C:15]2[CH:20]=[CH:19][CH:18]=[CH:17][CH:16]=2)[CH2:13][CH2:12][CH2:11][CH2:10][CH2:9]1.N1C=CC=C[CH:22]=1. No catalyst specified. The product is [NH2:6][CH2:7][C:8]1([N:14]([C:15]2[CH:20]=[CH:19][CH:18]=[CH:17][CH:16]=2)[S:1]([CH3:22])(=[O:3])=[O:2])[CH2:13][CH2:12][CH2:11][CH2:10][CH2:9]1. The yield is 0.500.